This data is from Forward reaction prediction with 1.9M reactions from USPTO patents (1976-2016). The task is: Predict the product of the given reaction. (1) Given the reactants Cl[C:2]1[C:11]2[C:6](=[CH:7][C:8]([O:14][CH3:15])=[C:9]([O:12][CH3:13])[CH:10]=2)[N:5]=[CH:4][CH:3]=1.[C:16]([C:20]1[CH:41]=[CH:40][C:23]([CH2:24][N:25]2[C:30](=[O:31])[C:29]([C:32]3[CH:37]=[CH:36][C:35]([OH:38])=[C:34]([F:39])[CH:33]=3)=[CH:28][N:27]=[CH:26]2)=[CH:22][CH:21]=1)([CH3:19])([CH3:18])[CH3:17], predict the reaction product. The product is: [C:16]([C:20]1[CH:41]=[CH:40][C:23]([CH2:24][N:25]2[C:30](=[O:31])[C:29]([C:32]3[CH:37]=[CH:36][C:35]([O:38][C:2]4[C:11]5[C:6](=[CH:7][C:8]([O:14][CH3:15])=[C:9]([O:12][CH3:13])[CH:10]=5)[N:5]=[CH:4][CH:3]=4)=[C:34]([F:39])[CH:33]=3)=[CH:28][N:27]=[CH:26]2)=[CH:22][CH:21]=1)([CH3:19])([CH3:17])[CH3:18]. (2) Given the reactants [CH2:1]([C:8]1[NH:13][C:12](=[O:14])[C:11]([C:15]2[CH:20]=[CH:19][C:18]([OH:21])=[C:17]([F:22])[CH:16]=2)=[CH:10][N:9]=1)[C:2]1[CH:7]=[CH:6][CH:5]=[CH:4][CH:3]=1.Cl[C:24]1[C:33]2[C:28](=[CH:29][C:30]([O:36][CH2:37][CH2:38][CH2:39][N:40]3[CH2:45][CH2:44][O:43][CH2:42][CH2:41]3)=[C:31]([O:34][CH3:35])[CH:32]=2)[N:27]=[CH:26][CH:25]=1.CO, predict the reaction product. The product is: [CH2:1]([C:8]1[NH:13][C:12](=[O:14])[C:11]([C:15]2[CH:20]=[CH:19][C:18]([O:21][C:24]3[C:33]4[C:28](=[CH:29][C:30]([O:36][CH2:37][CH2:38][CH2:39][N:40]5[CH2:41][CH2:42][O:43][CH2:44][CH2:45]5)=[C:31]([O:34][CH3:35])[CH:32]=4)[N:27]=[CH:26][CH:25]=3)=[C:17]([F:22])[CH:16]=2)=[CH:10][N:9]=1)[C:2]1[CH:7]=[CH:6][CH:5]=[CH:4][CH:3]=1.